From a dataset of Retrosynthesis with 50K atom-mapped reactions and 10 reaction types from USPTO. Predict the reactants needed to synthesize the given product. (1) Given the product Cc1ccc(/C=C/C(=O)Nc2ccn(CCCCC(C)(F)F)n2)cc1, predict the reactants needed to synthesize it. The reactants are: CC(F)(F)CCCCn1ccc(N)n1.Cc1ccc(/C=C/C(=O)O)cc1. (2) Given the product CCOC(=O)COc1c(Cl)cc(C=O)cc1Cl, predict the reactants needed to synthesize it. The reactants are: CCOC(=O)CBr.O=Cc1cc(Cl)c(O)c(Cl)c1.